Dataset: Reaction yield outcomes from USPTO patents with 853,638 reactions. Task: Predict the reaction yield, written as a fraction of the theoretical maximum amount of product (1.0 means a 100% yield; for example, 0.34 means a 34% yield). (1) The reactants are [Cl:1][C:2]1[CH:7]=[CH:6][C:5](/[CH:8]=[CH:9]/[C:10]2(C(C3CCCCO3)=O)[C:18]3[C:13](=[CH:14][CH:15]=[C:16]([C:19]4[N:23]=[CH:22][N:21](C(C5C=CC=CC=5)(C5C=CC=CC=5)C5C=CC=CC=5)[N:20]=4)[CH:17]=3)[NH:12][NH:11]2)=[CH:4][CH:3]=1. The yield is 0.566. The product is [Cl:1][C:2]1[CH:7]=[CH:6][C:5](/[CH:8]=[CH:9]/[C:10]2[C:18]3[C:13](=[CH:14][CH:15]=[C:16]([C:19]4[N:23]=[CH:22][NH:21][N:20]=4)[CH:17]=3)[NH:12][N:11]=2)=[CH:4][CH:3]=1. The catalyst is O1CCOCC1.Cl. (2) The reactants are [N+:1]([C:4]1[O:8][C:7]([C:9](Cl)=[O:10])=[CH:6][CH:5]=1)([O-:3])=[O:2].[CH3:12][O:13][C:14]1[CH:19]=[CH:18][CH:17]=[CH:16][C:15]=1[N:20]1[CH2:25][CH2:24][NH:23][CH2:22][CH2:21]1. The catalyst is C(Cl)Cl.CCN(CC)CC. The product is [CH3:12][O:13][C:14]1[CH:19]=[CH:18][CH:17]=[CH:16][C:15]=1[N:20]1[CH2:25][CH2:24][N:23]([C:9]([C:7]2[O:8][C:4]([N+:1]([O-:3])=[O:2])=[CH:5][CH:6]=2)=[O:10])[CH2:22][CH2:21]1. The yield is 0.730. (3) The reactants are Cl.[NH2:2][CH2:3][C:4]([C:6]12[CH2:13][CH2:12][C:9]([C:14]3[CH:19]=[CH:18][C:17]([Br:20])=[CH:16][CH:15]=3)([CH2:10][CH2:11]1)[CH2:8][CH2:7]2)=[O:5].[C:21]([O:25][C:26]([NH:28][C@@H:29]([C:33]([CH3:36])([CH3:35])[CH3:34])[C:30](O)=[O:31])=[O:27])([CH3:24])([CH3:23])[CH3:22].CCN(C(C)C)C(C)C.CN(C(ON1N=NC2C=CC=NC1=2)=[N+](C)C)C.F[P-](F)(F)(F)(F)F. The catalyst is CN(C=O)C.O. The product is [Br:20][C:17]1[CH:16]=[CH:15][C:14]([C:9]23[CH2:10][CH2:11][C:6]([C:4](=[O:5])[CH2:3][NH:2][C:30](=[O:31])[C@@H:29]([NH:28][C:26](=[O:27])[O:25][C:21]([CH3:24])([CH3:23])[CH3:22])[C:33]([CH3:36])([CH3:35])[CH3:34])([CH2:7][CH2:8]2)[CH2:13][CH2:12]3)=[CH:19][CH:18]=1. The yield is 0.702. (4) The reactants are [Cl:1][C:2]1[C:3]([C:15]([F:18])([F:17])[F:16])=[CH:4][C:5]([C:9]#[C:10][Si](C)(C)C)=[C:6]([CH:8]=1)[NH2:7].CN(C)C=O. The catalyst is [Cu]I.C(OCC)C. The product is [Cl:1][C:2]1[CH:8]=[C:6]2[C:5]([CH:9]=[CH:10][NH:7]2)=[CH:4][C:3]=1[C:15]([F:18])([F:17])[F:16]. The yield is 0.460. (5) The reactants are [CH:1]1([O:7][CH2:8][C@@H:9]2[CH2:14][C@H:13]([C:15]3[O:19][NH:18][C:17](=[O:20])[CH:16]=3)[CH2:12][CH2:11][N:10]2C(OC)=O)[CH2:6][CH2:5][CH2:4][CH2:3][CH2:2]1.Br. No catalyst specified. The product is [CH:1]1([O:7][CH2:8][C@@H:9]2[CH2:14][C@H:13]([C:15]3[O:19][NH:18][C:17](=[O:20])[CH:16]=3)[CH2:12][CH2:11][NH:10]2)[CH2:6][CH2:5][CH2:4][CH2:3][CH2:2]1. The yield is 0.0300. (6) The reactants are [CH3:1][O:2][C:3]([C:5]1[NH:6][CH:7]([C:12]2[CH:17]=[CH:16][C:15]([Cl:18])=[C:14]([O:19][CH3:20])[C:13]=2[F:21])[CH2:8][C:9](=[O:11])[CH:10]=1)=[O:4].S(Cl)([Cl:25])(=O)=O. The catalyst is C(Cl)Cl. The yield is 0.810. The product is [CH3:1][O:2][C:3]([C:5]1[NH:6][CH:7]([C:12]2[CH:17]=[CH:16][C:15]([Cl:18])=[C:14]([O:19][CH3:20])[C:13]=2[F:21])[CH2:8][C:9](=[O:11])[C:10]=1[Cl:25])=[O:4].